Dataset: Forward reaction prediction with 1.9M reactions from USPTO patents (1976-2016). Task: Predict the product of the given reaction. (1) Given the reactants [CH2:1]([N:3]([CH2:32][CH3:33])[C:4](=[O:31])[C:5]1[CH:10]=[CH:9][C:8]([C@@H:11]([N:21]2[CH2:26][CH2:25][N:24]([CH2:27][CH2:28][O:29][CH3:30])[CH2:23][CH2:22]2)[C:12]2[CH:17]=[CH:16][CH:15]=[C:14]([N+:18]([O-])=O)[CH:13]=2)=[CH:7][CH:6]=1)[CH3:2].C(O)C.O1CCCC1.O.[Cl-].[NH4+], predict the reaction product. The product is: [NH2:18][C:14]1[CH:13]=[C:12]([C@H:11]([N:21]2[CH2:26][CH2:25][N:24]([CH2:27][CH2:28][O:29][CH3:30])[CH2:23][CH2:22]2)[C:8]2[CH:9]=[CH:10][C:5]([C:4]([N:3]([CH2:1][CH3:2])[CH2:32][CH3:33])=[O:31])=[CH:6][CH:7]=2)[CH:17]=[CH:16][CH:15]=1. (2) The product is: [N+:35]([C:38]1[CH:43]=[CH:42][C:41]([O:33][C:32](=[O:34])[CH:31]=[CH:30][C:27]2[CH:26]=[CH:25][C:24]([C:20]3[CH:21]=[CH:22][CH:23]=[C:18]([C:16]4[CH:17]=[C:8]([C:5]([S:2]([CH3:1])(=[O:4])=[O:3])([CH3:7])[CH3:6])[CH:9]=[C:10]5[C:15]=4[N:14]=[CH:13][CH:12]=[CH:11]5)[CH:19]=3)=[CH:29][CH:28]=2)=[CH:40][CH:39]=1)([O-:37])=[O:36]. Given the reactants [CH3:1][S:2]([C:5]([C:8]1[CH:9]=[C:10]2[C:15](=[C:16]([C:18]3[CH:19]=[C:20]([C:24]4[CH:29]=[CH:28][C:27]([CH:30]=[CH:31][C:32]([OH:34])=[O:33])=[CH:26][CH:25]=4)[CH:21]=[CH:22][CH:23]=3)[CH:17]=1)[N:14]=[CH:13][CH:12]=[CH:11]2)([CH3:7])[CH3:6])(=[O:4])=[O:3].[N+:35]([C:38]1[CH:43]=[CH:42][C:41](O)=[CH:40][CH:39]=1)([O-:37])=[O:36], predict the reaction product.